This data is from Experimentally validated miRNA-target interactions with 360,000+ pairs, plus equal number of negative samples. The task is: Binary Classification. Given a miRNA mature sequence and a target amino acid sequence, predict their likelihood of interaction. (1) The miRNA is hsa-miR-7-1-3p with sequence CAACAAAUCACAGUCUGCCAUA. Result: 0 (no interaction). The protein sequence of the target gene is MENSHPHHHHQQPPPQPGPSGERRNHHWRSYKLMIDPALKKGHHKLYRYDGQHFSLAMSSNRPVEIVEDPRVVGIWTKNKELELSVPKFKIDEFYVGPVPPKQVTFAKLNDNVRENFLRDMCKKYGEVEEVEILYNPKTKKHLGIAKVVFATVRGAKEAVQHLHSTSVMGNIIHVELDTKGETRMRFYELLVTGRYTPQTLPVGELDAISPIVSETLQLSDALKRLKDGSLSAGCGSGSSSVTPNSGGTPFSQDTAYSSCRLDTPNSYGQGTPITPRLGTPFSQDSSYSSRQPTPSYLFS.... (2) The miRNA is hsa-miR-3162-3p with sequence UCCCUACCCCUCCACUCCCCA. The protein sequence of the target gene is MDLTKMGMIQLQNPSHPTGLLCKANQMRLAGTLCDVVIMVDSQEFHAHRTVLACTSKMFEILFHRNSQHYTLDFLSPKTFQQILEYAYTATLQAKAEDLDDLLYAAEILEIEYLEEQCLKMLETIQASDDNDTEATMADGGAEEEEDRKARYLKNIFISKHSSEESGYASVAGQSLPGPMVDQSPSVSTSFGLSAMSPTKAAVDSLMTIGQSLLQGTLQPPAGPEEPTLAGGGRHPGVAEVKTEMMQVDEVPSQDSPGAAESSISGGMGDKVEERGKEGPGTPTRSSVITSARELHYGRE.... Result: 1 (interaction). (3) The miRNA is hsa-miR-660-5p with sequence UACCCAUUGCAUAUCGGAGUUG. The protein sequence of the target gene is MSDKMSSFLHIGDICSLYAEGSTNGFISTLGLVDDRCVVQPEAGDLNNPPKKFRDCLFKLCPMNRYSAQKQFWKAAKPGANSTTDAVLLNKLHHAADLEKKQNETENRKLLGTVIQYGNVIQLLHLKSNKYLTVNKRLPALLEKNAMRVTLDEAGNEGSWFYIQPFYKLRSIGDSVVIGDKVVLNPVNAGQPLHASSHQLVDNPGCNEVNSVNCNTSWKIVLFMKWSDNKDDILKGGDVVRLFHAEQEKFLTCDEHRKKQHVFLRTTGRQSATSATSSKALWEVEVVQHDPCRGGAGYWN.... Result: 0 (no interaction). (4) The miRNA is mmu-miR-466f with sequence ACGUGUGUGUGCAUGUGCAUGU. The protein sequence of the target gene is MTPVNVALIRDTKWLTLEVCREFQRGTCSRADAECRFAHPPRVCHVENGRVVACFDSLKGRCTRENCKYLHPPPHLKSQLEVNGRNNLIQQKTAAAMFAQHMQLMLQNAQMSSLASFPMNPSLAANPAMAFNPYMTHPGMGLVPAELLPNGPVLISGNPPLALPGVPGPKPIRTDRLEVCREFQRGNCTRGESECRYAHPTDVSMIEVTDNSVTICMDYIKGRCSREKCKYFHPPPHLQAKLRAAHHQMNHSAANAMALPHGALQLIPKRSALDKANGATPVFNPSVFHCQQALANMQIP.... Result: 1 (interaction). (5) The miRNA is hsa-miR-514a-3p with sequence AUUGACACUUCUGUGAGUAGA. The protein sequence of the target gene is MGPPPGIGVYCRGGCGAARLLAWCFLLALSPHAPGSRGAEAVWTAYLNVSWRVPHTGVNRTVWELSEEGVYGQDSPLEPVSGVLVPPDGPGALNACNPHTNFTVPTVWGSTVQVSWLALIQRGGGCTFADKIHLASERGASGAVIFNFPGTRNEVIPMSHPGAGDIVAIMIGNLKGTKILQSIQRGIQVTMVIEVGKKHGPWVNHYSIFFVSVSFFIITAATVGYFIFYSARRLRNARAQSRKQRQLKADAKKAIGKLQLRTLKQGDKEIGPDGDSCAVCIELYKPNDLVRILTCNHIFH.... Result: 0 (no interaction). (6) The miRNA is mmu-miR-3102-3p with sequence GAGCACCCCAUUGGCUACCCACA. The protein sequence of the target gene is MEDEERQRKLAAGKAKLARFRQRKAQYDGDIPKKQKKKRTSSSKHDSSLHTDQQSGELCSESSQRVDLAGNPDCSGPERKHGQVFSAEPESEISTTADECSSEINGCNSVMKPRKPTDPLREEEFSLDDSSSEQGAQSSQTCLQMVEKELAEKQHDIEELTQELEEMRASFGTEGLKQLQEFEAAIKQRDGIITQLTANLQQARREKDDTMVEFLELTEQSQKLQIQFQHLQANETLQNSTLSRTATDLLQAKRQIFTQQQQLQDYQKKEEDLQAQISFLQEKLRAFEMEKDRKIENLNA.... Result: 0 (no interaction).